Dataset: Forward reaction prediction with 1.9M reactions from USPTO patents (1976-2016). Task: Predict the product of the given reaction. (1) Given the reactants Br[CH2:2][C:3]([C:5]1[CH:10]=[CH:9][C:8]([F:11])=[CH:7][CH:6]=1)=O.[NH2:12][C:13]1[CH:20]=[CH:19][C:16]([C:17]#[N:18])=[CH:15][N:14]=1, predict the reaction product. The product is: [F:11][C:8]1[CH:9]=[CH:10][C:5]([C:3]2[N:12]=[C:13]3[CH:20]=[CH:19][C:16]([C:17]#[N:18])=[CH:15][N:14]3[CH:2]=2)=[CH:6][CH:7]=1. (2) Given the reactants [NH2:1][C:2]1[CH:7]=[CH:6][C:5]([C@@H:8]2[CH2:10][C@H:9]2[C:11]([OH:13])=[O:12])=[CH:4][CH:3]=1.[F:14][C:15]1[CH:16]=[C:17]([O:22][C:23]2[S:24][C:25]([CH:29]=O)=[C:26]([CH3:28])[N:27]=2)[CH:18]=[CH:19][C:20]=1[F:21].C(O[BH-](OC(=O)C)OC(=O)C)(=O)C.[Na+].O, predict the reaction product. The product is: [F:14][C:15]1[CH:16]=[C:17]([O:22][C:23]2[S:24][C:25]([CH2:29][NH:1][C:2]3[CH:3]=[CH:4][C:5]([C@@H:8]4[CH2:10][C@H:9]4[C:11]([OH:13])=[O:12])=[CH:6][CH:7]=3)=[C:26]([CH3:28])[N:27]=2)[CH:18]=[CH:19][C:20]=1[F:21]. (3) Given the reactants [CH2:1]([N:8]([CH3:25])[CH:9]1[CH2:14][CH2:13][C:12]([C:16]2[CH:21]=[CH:20][N:19]=[C:18]([N:22]([CH3:24])[CH3:23])[CH:17]=2)(O)[CH2:11][CH2:10]1)[C:2]1[CH:7]=[CH:6][CH:5]=[CH:4][CH:3]=1.CC1C=CC(S(O)(=O)=O)=CC=1, predict the reaction product. The product is: [CH2:1]([N:8]([CH3:25])[CH:9]1[CH2:14][CH2:13][C:12]([C:16]2[CH:21]=[CH:20][N:19]=[C:18]([N:22]([CH3:24])[CH3:23])[CH:17]=2)=[CH:11][CH2:10]1)[C:2]1[CH:7]=[CH:6][CH:5]=[CH:4][CH:3]=1. (4) Given the reactants [CH3:1][N:2]1[CH:6]([C:7]([O:9][C:10]([CH3:13])([CH3:12])[CH3:11])=[O:8])[CH2:5][NH:4][C:3]1=[O:14].Cl[C:16]1[CH:21]=[C:20]([C:22]([F:25])([F:24])[F:23])[N:19]=[CH:18][N:17]=1.C(=O)([O-])[O-].[Cs+].[Cs+].CC1(C)C2C(=C(P(C3C=CC=CC=3)C3C=CC=CC=3)C=CC=2)OC2C(P(C3C=CC=CC=3)C3C=CC=CC=3)=CC=CC1=2, predict the reaction product. The product is: [CH3:1][N:2]1[CH:6]([C:7]([O:9][C:10]([CH3:11])([CH3:13])[CH3:12])=[O:8])[CH2:5][N:4]([C:16]2[CH:21]=[C:20]([C:22]([F:25])([F:24])[F:23])[N:19]=[CH:18][N:17]=2)[C:3]1=[O:14]. (5) Given the reactants [CH:1]1[C:9]2[C:8]3[CH:10]=[CH:11][CH:12]=[CH:13][C:7]=3[S:6](=[O:15])(=[O:14])[C:5]=2[CH:4]=[CH:3][CH:2]=1.S(=O)(=O)(O)O.[N+:21]([O-])([OH:23])=[O:22], predict the reaction product. The product is: [N+:21]([C:12]1[CH:11]=[CH:10][C:8]2[C:9]3[CH:1]=[CH:2][CH:3]=[CH:4][C:5]=3[S:6](=[O:15])(=[O:14])[C:7]=2[CH:13]=1)([O-:23])=[O:22]. (6) Given the reactants C(O)(=O)C(O)=O.[CH3:7][N:8]([CH3:28])[CH2:9][CH2:10][CH:11]([O:17][C:18]1[C:27]2[C:22](=[CH:23][CH:24]=[CH:25][CH:26]=2)[CH:21]=[CH:20][CH:19]=1)[C:12]1[S:13][CH:14]=[CH:15][CH:16]=1.O.N, predict the reaction product. The product is: [CH3:28][N:8]([CH3:7])[CH2:9][CH2:10][CH:11]([O:17][C:18]1[C:27]2[C:22](=[CH:23][CH:24]=[CH:25][CH:26]=2)[CH:21]=[CH:20][CH:19]=1)[C:12]1[S:13][CH:14]=[CH:15][CH:16]=1. (7) Given the reactants [CH2:1]([C:8]1[N:9]=[CH:10][C:11]2[C:16]([CH:17]=1)=[CH:15][CH:14]=[CH:13][CH:12]=2)[C:2]1[CH:7]=[CH:6][CH:5]=[CH:4][CH:3]=1.[BH4-].[Na+].O, predict the reaction product. The product is: [CH2:1]([CH:8]1[CH2:17][C:16]2[C:11](=[CH:12][CH:13]=[CH:14][CH:15]=2)[CH2:10][NH:9]1)[C:2]1[CH:3]=[CH:4][CH:5]=[CH:6][CH:7]=1. (8) Given the reactants [CH2:1]([S:8]C#N)[C:2]1[CH:7]=[CH:6][CH:5]=[CH:4][CH:3]=1.[CH:11]([Cl:14])([Cl:13])[Cl:12], predict the reaction product. The product is: [C:2]1([CH2:1][S:8][C:11]([Cl:14])([Cl:13])[Cl:12])[CH:7]=[CH:6][CH:5]=[CH:4][CH:3]=1. (9) Given the reactants [CH2:1]([N:8]1[CH:13]=[CH:12][CH:11]=[C:10]([O:14][CH3:15])[C:9]1=O)[C:2]1[CH:7]=[CH:6][CH:5]=[CH:4][CH:3]=1.COC1C=CC(P2(SP(C3C=CC(OC)=CC=3)(=S)S2)=[S:26])=CC=1, predict the reaction product. The product is: [CH2:1]([N:8]1[CH:13]=[CH:12][CH:11]=[C:10]([O:14][CH3:15])[C:9]1=[S:26])[C:2]1[CH:7]=[CH:6][CH:5]=[CH:4][CH:3]=1.